This data is from TCR-epitope binding with 47,182 pairs between 192 epitopes and 23,139 TCRs. The task is: Binary Classification. Given a T-cell receptor sequence (or CDR3 region) and an epitope sequence, predict whether binding occurs between them. (1) The epitope is NLWNTFTRL. The TCR CDR3 sequence is CASSQDGGWTEQFF. Result: 1 (the TCR binds to the epitope). (2) The epitope is TLVPQEHYV. The TCR CDR3 sequence is CASTPDLSSYNEQFF. Result: 0 (the TCR does not bind to the epitope). (3) The epitope is YLNTLTLAV. The TCR CDR3 sequence is CASSWDRAYEQYF. Result: 1 (the TCR binds to the epitope). (4) The epitope is YLKLTDNVYIK. The TCR CDR3 sequence is CASGDLSSGEQYF. Result: 0 (the TCR does not bind to the epitope). (5) The epitope is FLRGRAYGL. The TCR CDR3 sequence is CASSMTAGTEAFF. Result: 0 (the TCR does not bind to the epitope). (6) The epitope is RQLLFVVEV. The TCR CDR3 sequence is CASSLLSDRAWAQYF. Result: 1 (the TCR binds to the epitope). (7) The epitope is RILGAGCFV. The TCR CDR3 sequence is CASSAGFPYEQYF. Result: 0 (the TCR does not bind to the epitope). (8) The epitope is AVFDRKSDAK. The TCR CDR3 sequence is CASSPSGQPQHF. Result: 1 (the TCR binds to the epitope). (9) The epitope is IPIQASLPF. The TCR CDR3 sequence is CASSTSNTEAFF. Result: 0 (the TCR does not bind to the epitope).